This data is from Reaction yield outcomes from USPTO patents with 853,638 reactions. The task is: Predict the reaction yield, written as a fraction of the theoretical maximum amount of product (1.0 means a 100% yield; for example, 0.34 means a 34% yield). (1) The reactants are [Br:1][C:2]1[CH:3]=[C:4]2[C:12](=[C:13]([C:15](=[O:17])[NH2:16])[CH:14]=1)[N:11]([CH2:18][CH:19]1[CH2:21][CH2:20]1)[C:10]1[CH:9]=[C:8]([C:22](O)=[O:23])[CH:7]=[CH:6][C:5]2=1.[CH3:25][C@H:26]1[O:31][C@@H:30]([CH3:32])[CH2:29][NH:28][CH2:27]1.C(N(CC)CC)C. The catalyst is CN(C=O)C. The product is [Br:1][C:2]1[CH:14]=[C:13]([C:15]([NH2:16])=[O:17])[C:12]2[N:11]([CH2:18][CH:19]3[CH2:20][CH2:21]3)[C:10]3[C:5]([C:4]=2[CH:3]=1)=[CH:6][CH:7]=[C:8]([C:22]([N:28]1[CH2:27][C@H:26]([CH3:25])[O:31][C@H:30]([CH3:32])[CH2:29]1)=[O:23])[CH:9]=3. The yield is 0.400. (2) The reactants are [Cl:1][C:2]([F:14])([F:13])[C:3]1[CH:8]=[CH:7][C:6]([CH:9]([S:11][CH3:12])[CH3:10])=[CH:5][N:4]=1.[N:15]#[C:16][NH2:17].C(O)(=O)C.C(O)(=O)C.IC1C=CC=CC=1. The catalyst is C1COCC1. The product is [Cl:1][C:2]([F:13])([F:14])[C:3]1[N:4]=[CH:5][C:6]([CH:9]([S:11]([CH3:12])=[N:17][C:16]#[N:15])[CH3:10])=[CH:7][CH:8]=1. The yield is 0.480. (3) The reactants are [CH:1]([C:3]1[C:4]([O:14][CH2:15][C:16]2[CH:39]=[CH:38][C:19]([O:20][CH2:21][C:22]3[N:23]=[C:24]([C:28]4[O:32][C:31]([C:33]([O:35][CH2:36][CH3:37])=[O:34])=[CH:30][CH:29]=4)[O:25][C:26]=3[CH3:27])=[C:18]([O:40][CH3:41])[CH:17]=2)=[N:5][N:6]([C:8]2[CH:13]=[CH:12][CH:11]=[CH:10][CH:9]=2)[CH:7]=1)=O.[CH2:42]([P:51](=[O:58])([O:55][CH2:56][CH3:57])[O:52][CH2:53][CH3:54])P(=O)(OCC)OCC.CN(C)C=O.[H-].[Na+]. The catalyst is O. The product is [CH2:56]([O:55][P:51](/[CH:42]=[CH:1]/[C:3]1[C:4]([O:14][CH2:15][C:16]2[CH:39]=[CH:38][C:19]([O:20][CH2:21][C:22]3[N:23]=[C:24]([C:28]4[O:32][C:31]([C:33]([O:35][CH2:36][CH3:37])=[O:34])=[CH:30][CH:29]=4)[O:25][C:26]=3[CH3:27])=[C:18]([O:40][CH3:41])[CH:17]=2)=[N:5][N:6]([C:8]2[CH:9]=[CH:10][CH:11]=[CH:12][CH:13]=2)[CH:7]=1)([O:52][CH2:53][CH3:54])=[O:58])[CH3:57]. The yield is 0.460. (4) The reactants are [Br:1][C:2]1[CH:3]=[C:4]([CH:6]=[CH:7][C:8]=1[CH3:9])[NH2:5].[OH-].[Na+].[CH3:12][C:13]([CH3:18])=[CH:14][C:15](Cl)=[O:16]. The catalyst is ClCCl.O. The product is [Br:1][C:2]1[CH:3]=[C:4]([NH:5][C:15](=[O:16])[CH:14]=[C:13]([CH3:18])[CH3:12])[CH:6]=[CH:7][C:8]=1[CH3:9]. The yield is 0.970. (5) The reactants are Br[C:2]1[S:6][C:5]([C:7]2[N:11]3[N:12]=[C:13]([CH3:21])[CH:14]=[C:15]([CH:16]([CH2:19][CH3:20])[CH2:17][CH3:18])[C:10]3=[N:9][C:8]=2[CH3:22])=[C:4]([CH3:23])[CH:3]=1.[Br-].[F:25][C:26]1[CH:27]=[C:28]([Zn+])[CH:29]=[CH:30][C:31]=1[F:32].C1COCC1. The catalyst is C1C=CC(P(C2C=CC=CC=2)[C-]2C=CC=C2)=CC=1.C1C=CC(P(C2C=CC=CC=2)[C-]2C=CC=C2)=CC=1.Cl[Pd]Cl.[Fe+2]. The product is [F:25][C:26]1[CH:27]=[C:28]([C:2]2[S:6][C:5]([C:7]3[N:11]4[N:12]=[C:13]([CH3:21])[CH:14]=[C:15]([CH:16]([CH2:19][CH3:20])[CH2:17][CH3:18])[C:10]4=[N:9][C:8]=3[CH3:22])=[C:4]([CH3:23])[CH:3]=2)[CH:29]=[CH:30][C:31]=1[F:32]. The yield is 0.330. (6) The yield is 0.750. The catalyst is CN(C)C=O. The product is [Br:1][C:2]1[CH:20]=[CH:19][C:5]2[N:6]([CH:28]([CH2:33][CH3:34])[C:29]([O:31][CH3:32])=[O:30])[C:7](=[N:9][C:10](=[O:18])[C:11]3[CH:12]=[CH:13][C:14]([CH3:17])=[CH:15][CH:16]=3)[S:8][C:4]=2[CH:3]=1. The reactants are [Br:1][C:2]1[CH:20]=[CH:19][C:5]2[N:6]=[C:7]([NH:9][C:10](=[O:18])[C:11]3[CH:16]=[CH:15][C:14]([CH3:17])=[CH:13][CH:12]=3)[S:8][C:4]=2[CH:3]=1.C(=O)([O-])[O-].[K+].[K+].Br[CH:28]([CH2:33][CH3:34])[C:29]([O:31][CH3:32])=[O:30]. (7) The reactants are C1(P(C2C=CC=CC=2)C2C=CC=CC=2)C=CC=CC=1.[CH3:20][N:21]1[CH2:25][CH2:24][CH:23]([OH:26])[CH2:22]1.[Cl:27][N:28]([C:36]1[C:45]2[C:40](=[CH:41][C:42]([OH:48])=[C:43]([O:46][CH3:47])[CH:44]=2)[N:39]=[CH:38][N:37]=1)[C:29]1[CH:34]=[CH:33][CH:32]=[CH:31][C:30]=1[F:35].N(C(OCC)=O)=NC(OCC)=O.C(Cl)[Cl:62]. No catalyst specified. The product is [OH2:26].[ClH:27].[Cl:62][C:32]1[CH:33]=[CH:34][C:29]([NH:28][C:36]2[C:45]3[C:40](=[CH:41][C:42]([O:48][CH:23]4[CH2:24][CH2:25][N:21]([CH3:20])[CH2:22]4)=[C:43]([O:46][CH3:47])[CH:44]=3)[N:39]=[CH:38][N:37]=2)=[C:30]([F:35])[CH:31]=1. The yield is 0.400. (8) The reactants are Br[C:2]1[CH:3]=[CH:4][C:5]2[O:14][C:13]3[CH2:12][CH2:11][N:10]([C:15]([O:17][C:18]([CH3:21])([CH3:20])[CH3:19])=[O:16])[CH2:9][C:8]=3[C:6]=2[CH:7]=1.[CH:22]1[C:31]2[C:26](=[CH:27][CH:28]=[CH:29][CH:30]=2)[CH:25]=[CH:24][C:23]=1[S:32]([O-:34])=[O:33].[Na+]. No catalyst specified. The product is [CH:22]1[C:31]2[C:26](=[CH:27][CH:28]=[CH:29][CH:30]=2)[CH:25]=[CH:24][C:23]=1[S:32]([C:2]1[CH:3]=[CH:4][C:5]2[O:14][C:13]3[CH2:12][CH2:11][N:10]([C:15]([O:17][C:18]([CH3:21])([CH3:20])[CH3:19])=[O:16])[CH2:9][C:8]=3[C:6]=2[CH:7]=1)(=[O:33])=[O:34]. The yield is 0.850.